This data is from Catalyst prediction with 721,799 reactions and 888 catalyst types from USPTO. The task is: Predict which catalyst facilitates the given reaction. Reactant: [F:1][C:2]1[CH:3]=[C:4]([C:8]2[C:17]([CH2:18][OH:19])=[CH:16][C:15]3[C:10](=[CH:11][CH:12]=[CH:13][N:14]=3)[N:9]=2)[CH:5]=[CH:6][CH:7]=1.[H-].[Na+].[NH2:22][C:23]1[C:28]([C:29]#[N:30])=[C:27](Cl)[N:26]=[CH:25][N:24]=1. Product: [NH2:22][C:23]1[C:28]([C:29]#[N:30])=[C:27]([O:19][CH2:18][C:17]2[C:8]([C:4]3[CH:5]=[CH:6][CH:7]=[C:2]([F:1])[CH:3]=3)=[N:9][C:10]3[C:15]([CH:16]=2)=[N:14][CH:13]=[CH:12][CH:11]=3)[N:26]=[CH:25][N:24]=1. The catalyst class is: 3.